From a dataset of Full USPTO retrosynthesis dataset with 1.9M reactions from patents (1976-2016). Predict the reactants needed to synthesize the given product. Given the product [NH2:10][C:8]1[S:9][C:5]([S:2]([NH2:1])(=[O:4])=[O:3])=[C:6]([CH3:14])[N:7]=1, predict the reactants needed to synthesize it. The reactants are: [NH2:1][S:2]([C:5]1[S:9][C:8]([NH:10]C(=O)C)=[N:7][C:6]=1[CH3:14])(=[O:4])=[O:3].FC1C(F)=CC=CC=1CSC1N=C(NS(C2SC(NC(=O)C)=NC=2C)(=O)=O)C=C(OC)N=1.